From a dataset of Forward reaction prediction with 1.9M reactions from USPTO patents (1976-2016). Predict the product of the given reaction. (1) Given the reactants [F:1][C:2]([F:14])([F:13])[O:3][C:4]1[CH:12]=[CH:11][CH:10]=[CH:9][C:5]=1[C:6]([Cl:8])=[O:7].[Cl:15][C:16]1[CH:21]=[CH:20][C:19]([NH2:22])=[CH:18][C:17]=1[O:23][CH:24]1[CH2:29][CH2:28][N:27]([CH3:30])[CH2:26][CH2:25]1, predict the reaction product. The product is: [ClH:8].[Cl:15][C:16]1[CH:21]=[CH:20][C:19]([NH:22][C:6](=[O:7])[C:5]2[CH:9]=[CH:10][CH:11]=[CH:12][C:4]=2[O:3][C:2]([F:14])([F:13])[F:1])=[CH:18][C:17]=1[O:23][CH:24]1[CH2:29][CH2:28][N:27]([CH3:30])[CH2:26][CH2:25]1. (2) Given the reactants [CH:1]1([C:6]2[C:14]3[C:9](=[CH:10][CH:11]=[CH:12][CH:13]=3)[N:8]([S:15]([C:18]3[CH:26]=[CH:25][C:21]([C:22]([OH:24])=O)=[CH:20][CH:19]=3)(=[O:17])=[O:16])[CH:7]=2)[CH2:5][CH2:4][CH2:3][CH2:2]1.[F:27][C:28]1[CH:29]=[CH:30][C:31]([CH2:34][NH2:35])=[N:32][CH:33]=1.C(Cl)CCl, predict the reaction product. The product is: [CH:1]1([C:6]2[C:14]3[C:9](=[CH:10][CH:11]=[CH:12][CH:13]=3)[N:8]([S:15]([C:18]3[CH:26]=[CH:25][C:21]([C:22]([NH:35][CH2:34][C:31]4[CH:30]=[CH:29][C:28]([F:27])=[CH:33][N:32]=4)=[O:24])=[CH:20][CH:19]=3)(=[O:16])=[O:17])[CH:7]=2)[CH2:5][CH2:4][CH2:3][CH2:2]1. (3) The product is: [CH3:1][O:2][C:3]1[N:8]=[CH:7][C:6]([NH:9][C:10]2[C:17]([C:18]3[N:26]=[C:25]([CH3:27])[N:24]=[C:23]4[C:19]=3[N:20]=[CH:21][NH:22]4)=[CH:16][C:13]([CH2:14][NH:34][CH2:35][C:36]3[CH:41]=[CH:40][N:39]=[CH:38][CH:37]=3)=[CH:12][N:11]=2)=[CH:5][CH:4]=1. Given the reactants [CH3:1][O:2][C:3]1[N:8]=[CH:7][C:6]([NH:9][C:10]2[C:17]([C:18]3[N:26]=[C:25]([CH3:27])[N:24]=[C:23]4[C:19]=3[N:20]=[CH:21][N:22]4C3CCCCO3)=[CH:16][C:13]([CH:14]=O)=[CH:12][N:11]=2)=[CH:5][CH:4]=1.[NH2:34][CH2:35][C:36]1[CH:41]=[CH:40][N:39]=[CH:38][CH:37]=1.[BH4-].[Na+].Cl.C(O)(C(F)(F)F)=O, predict the reaction product. (4) Given the reactants [CH2:1]([C:7]1[CH:12]=[CH:11][C:10]([N:13]([C:28]2[CH:33]=[CH:32][C:31]([CH2:34][CH2:35][CH2:36][CH2:37][CH2:38][CH3:39])=[CH:30][CH:29]=2)[C:14]2[C:15]3[C:20]([CH:21]=[C:22]4[C:27]=2[CH:26]=[CH:25][CH:24]=[CH:23]4)=[CH:19][CH:18]=[CH:17][CH:16]=3)=[CH:9][CH:8]=1)[CH2:2][CH2:3][CH2:4][CH2:5][CH3:6].[Br:40]N1C(=O)CCC1=O, predict the reaction product. The product is: [Br:40][C:21]1[C:22]2[C:27](=[CH:26][CH:25]=[CH:24][CH:23]=2)[C:14]([N:13]([C:28]2[CH:29]=[CH:30][C:31]([CH2:34][CH2:35][CH2:36][CH2:37][CH2:38][CH3:39])=[CH:32][CH:33]=2)[C:10]2[CH:9]=[CH:8][C:7]([CH2:1][CH2:2][CH2:3][CH2:4][CH2:5][CH3:6])=[CH:12][CH:11]=2)=[C:15]2[C:20]=1[CH:19]=[CH:18][CH:17]=[CH:16]2.